This data is from Forward reaction prediction with 1.9M reactions from USPTO patents (1976-2016). The task is: Predict the product of the given reaction. (1) Given the reactants F[B-](F)(F)F.[N:6]1([O:15]C(N(C)C)=[N+](C)C)C2C=CC=CC=2N=N1.C(N(C(C)C)CC)(C)C.[Br:32][C:33]1[CH:38]=[C:37]([CH2:39][O:40][C:41]2[CH:60]=[CH:59][C:44]([C:45]([NH:47][CH2:48][C@H:49]([N:53]3[CH2:58][CH2:57][CH2:56][CH2:55][CH2:54]3)[C:50](O)=[O:51])=[O:46])=[CH:43][CH:42]=2)[CH:36]=[CH:35][N:34]=1.C(O)(=O)CC(CC(O)=O)(C(O)=O)O.C(=O)([O-])O.[Na+], predict the reaction product. The product is: [Br:32][C:33]1[CH:38]=[C:37]([CH2:39][O:40][C:41]2[CH:42]=[CH:43][C:44]([C:45]([NH:47][CH2:48][C@@H:49]([C:50](=[O:51])[NH:6][OH:15])[N:53]3[CH2:58][CH2:57][CH2:56][CH2:55][CH2:54]3)=[O:46])=[CH:59][CH:60]=2)[CH:36]=[CH:35][N:34]=1. (2) Given the reactants [C:1]([OH:7])([C:3](F)(F)F)=O.CN(C(ON1N=N[C:18]2C=[CH:20][CH:21]=[N:22][C:17]1=2)=[N+](C)C)C.F[P-](F)(F)(F)(F)F.C1C=NC2N([OH:41])N=NC=2C=1.C(N(C(C)C)C(C)C)C.FC(F)(F)CO, predict the reaction product. The product is: [CH2:21]([N:22]1[C:17](=[O:41])[CH:18]=[CH:3][C:1]1=[O:7])[CH3:20]. (3) Given the reactants [C:1]([C:3]1[CH:8]=[CH:7][C:6]([C@@H:9]([N:11]2[CH2:16][CH2:15][C@:14]([CH2:23][C:24]([OH:27])([CH3:26])[CH3:25])([C:17]3[CH:22]=[CH:21][CH:20]=[CH:19][CH:18]=3)[O:13][C:12]2=[O:28])[CH3:10])=[CH:5][CH:4]=1)#[CH:2].Br[C:30]1[CH:31]=[CH:32][C:33](=[O:37])[N:34]([CH3:36])[CH:35]=1, predict the reaction product. The product is: [OH:27][C:24]([CH3:25])([CH3:26])[CH2:23][C@@:14]1([C:17]2[CH:18]=[CH:19][CH:20]=[CH:21][CH:22]=2)[O:13][C:12](=[O:28])[N:11]([C@H:9]([C:6]2[CH:5]=[CH:4][C:3]([C:1]#[C:2][C:30]3[CH:31]=[CH:32][C:33](=[O:37])[N:34]([CH3:36])[CH:35]=3)=[CH:8][CH:7]=2)[CH3:10])[CH2:16][CH2:15]1. (4) Given the reactants [Cl:1][C:2]1[CH:11]=[C:10]2[C:5]([C:6]([NH:12][CH2:13][CH2:14][CH2:15][N:16]3[CH2:21][CH2:20][N:19]([CH2:22][CH2:23][CH2:24][NH:25][C:26]4[C:35]5[C:30](=[CH:31]C(Cl)=CC=5)N=CC=4)[CH2:18][CH2:17]3)=[CH:7][CH:8]=[N:9]2)=[CH:4][CH:3]=1.BrCCCCBr.C([O-])([O-])=O.[K+].[K+], predict the reaction product. The product is: [Cl:1][C:2]1[CH:11]=[C:10]2[C:5]([C:6]([NH:12][CH2:13][CH2:14][CH2:15][N:16]3[CH2:17][CH2:18][N:19]([CH2:22][CH2:23][CH2:24][N:25]4[CH2:31][CH2:30][CH2:35][CH2:26]4)[CH2:20][CH2:21]3)=[CH:7][CH:8]=[N:9]2)=[CH:4][CH:3]=1. (5) The product is: [Br:23][CH2:24][CH2:25][CH2:26][CH2:27][C:28]([NH:1][CH:2]1[CH2:8][O:7][CH2:6][CH2:5][N:4]([C:9]([O:11][C:12]([CH3:15])([CH3:14])[CH3:13])=[O:10])[CH2:3]1)=[O:29]. Given the reactants [NH2:1][CH:2]1[CH2:8][O:7][CH2:6][CH2:5][N:4]([C:9]([O:11][C:12]([CH3:15])([CH3:14])[CH3:13])=[O:10])[CH2:3]1.CCN(CC)CC.[Br:23][CH2:24][CH2:25][CH2:26][CH2:27][C:28](Cl)=[O:29], predict the reaction product. (6) Given the reactants [NH2:1][NH2:2].[F:3][C:4]1[CH:9]=[CH:8][C:7]([CH2:10][C:11](Cl)=[O:12])=[CH:6][CH:5]=1.C([O-])(O)=O.[Na+], predict the reaction product. The product is: [F:3][C:4]1[CH:9]=[CH:8][C:7]([CH2:10][C:11]([NH:1][NH2:2])=[O:12])=[CH:6][CH:5]=1. (7) Given the reactants [K].C([O:9][C:10]1[CH:15]=[C:14](Br)[CH:13]=[C:12]([F:17])[C:11]=1[N:18]1[S:22](=[O:24])(=[O:23])[NH:21][C:20](=[O:25])[CH2:19]1)C1C=CC=CC=1.[CH3:26][C:27]1([CH3:43])[C:31]([CH3:33])([CH3:32])[O:30][B:29]([B:29]2[O:30][C:31]([CH3:33])([CH3:32])[C:27]([CH3:43])([CH3:26])[O:28]2)[O:28]1.CC([O-])=O.[K+], predict the reaction product. The product is: [F:17][C:12]1[CH:13]=[C:14]([B:29]2[O:30][C:31]([CH3:33])([CH3:32])[C:27]([CH3:43])([CH3:26])[O:28]2)[CH:15]=[C:10]([OH:9])[C:11]=1[N:18]1[S:22](=[O:23])(=[O:24])[NH:21][C:20](=[O:25])[CH2:19]1. (8) Given the reactants [Cl:1][C:2]1[CH:10]=[CH:9][C:8]2[N:7]([CH2:11][C:12]([C:16]3[CH:21]=[CH:20][N:19]=[CH:18][CH:17]=3)(O)[CH2:13][CH3:14])[C:6]3[CH2:22][CH2:23][N:24]([CH3:26])[CH2:25][C:5]=3[C:4]=2[CH:3]=1.CN(C=O)C.S(Cl)(Cl)=O.C(=O)(O)[O-].[Na+], predict the reaction product. The product is: [Cl:1][C:2]1[CH:10]=[CH:9][C:8]2[N:7](/[CH:11]=[C:12](/[C:16]3[CH:21]=[CH:20][N:19]=[CH:18][CH:17]=3)\[CH2:13][CH3:14])[C:6]3[CH2:22][CH2:23][N:24]([CH3:26])[CH2:25][C:5]=3[C:4]=2[CH:3]=1. (9) Given the reactants C(=O)([O-])[O-].[K+].[K+].[F:7][CH2:8][CH2:9]I.[F:11][C:12]1[CH:17]=[CH:16][C:15]([OH:18])=[CH:14][CH:13]=1.O, predict the reaction product. The product is: [F:11][C:12]1[CH:17]=[CH:16][C:15]([O:18][CH2:9][CH2:8][F:7])=[CH:14][CH:13]=1. (10) Given the reactants [CH3:1][O:2][C:3]1[CH:8]=[C:7]([O:9][CH3:10])[CH:6]=[C:5]([O:11][CH3:12])[C:4]=1[CH:13]([CH3:17])[CH2:14][CH2:15][OH:16].[C:18](O[C:18](=[O:22])[C:19]([CH3:21])=[CH2:20])(=[O:22])[C:19]([CH3:21])=[CH2:20].C(N(CC)CC)C.O, predict the reaction product. The product is: [CH3:12][O:11][C:5]1[CH:6]=[C:7]([O:9][CH3:10])[CH:8]=[C:3]([O:2][CH3:1])[C:4]=1[CH:13]([CH3:17])[CH2:14][CH2:15][O:16][C:18](=[O:22])[C:19]([CH3:21])=[CH2:20].